From a dataset of Full USPTO retrosynthesis dataset with 1.9M reactions from patents (1976-2016). Predict the reactants needed to synthesize the given product. (1) Given the product [F:1][C:2]1[CH:3]=[C:4]([O:9][CH3:10])[CH:5]=[C:6]([F:8])[C:7]=1[CH:11]=[O:12], predict the reactants needed to synthesize it. The reactants are: [F:1][C:2]1[CH:3]=[C:4]([O:9][CH3:10])[CH:5]=[C:6]([F:8])[CH:7]=1.[CH3:11][O:12]C(Cl)Cl.FC1C=C(F)C=C(OC)C=1C=O. (2) Given the product [CH2:1]([O:4][C:5]1[C:13]([O:14][CH3:15])=[CH:12][C:8]([C:9]([Cl:20])=[O:10])=[CH:7][C:6]=1[O:16][CH3:17])[C:2]#[CH:3], predict the reactants needed to synthesize it. The reactants are: [CH2:1]([O:4][C:5]1[C:13]([O:14][CH3:15])=[CH:12][C:8]([C:9](O)=[O:10])=[CH:7][C:6]=1[O:16][CH3:17])[C:2]#[CH:3].S(Cl)([Cl:20])=O. (3) Given the product [Br:7][C:8]1[CH:9]=[CH:10][C:11]2[O:15][CH:14]([CH:16]3[CH2:17][CH2:18][NH:19][CH2:20][CH2:21]3)[CH2:13][C:12]=2[CH:28]=1, predict the reactants needed to synthesize it. The reactants are: C(=O)([O-])[O-].[K+].[K+].[Br:7][C:8]1[CH:9]=[CH:10][C:11]2[O:15][CH:14]([CH:16]3[CH2:21][CH2:20][N:19](C(=O)C(F)(F)F)[CH2:18][CH2:17]3)[CH2:13][C:12]=2[CH:28]=1.CO.O. (4) Given the product [CH:1]([N:4]1[CH2:9][CH2:8][N:7]([C:10]([C@H:12]2[CH2:17][CH2:16][C@H:15]([O:18][C:19]3[CH:20]=[CH:21][C:22]([C:23]4[O:24][C:29]([CH3:30])=[N:26][N:25]=4)=[CH:27][CH:28]=3)[CH2:14][CH2:13]2)=[O:11])[CH2:6][CH2:5]1)([CH3:3])[CH3:2], predict the reactants needed to synthesize it. The reactants are: [CH:1]([N:4]1[CH2:9][CH2:8][N:7]([C:10]([C@H:12]2[CH2:17][CH2:16][C@H:15]([O:18][C:19]3[CH:28]=[CH:27][C:22]([C:23]([NH:25][NH2:26])=[O:24])=[CH:21][CH:20]=3)[CH2:14][CH2:13]2)=[O:11])[CH2:6][CH2:5]1)([CH3:3])[CH3:2].[C:29](OC)(OC)(OC)[CH3:30]. (5) Given the product [CH2:1]([O:3][C:4](=[O:42])[CH2:5][C:6]1[CH:11]=[CH:10][CH:9]=[C:8]([O:12][C:13]2[CH:18]=[CH:17][C:16]([C:44]3[CH:49]=[CH:48][CH:47]=[CH:46][N:45]=3)=[CH:15][C:14]=2[CH2:28][N:29]2[C@@H:33]([CH3:34])[C@@H:32]([C:35]3[CH:40]=[CH:39][CH:38]=[CH:37][CH:36]=3)[O:31][C:30]2=[O:41])[CH:7]=1)[CH3:2], predict the reactants needed to synthesize it. The reactants are: [CH2:1]([O:3][C:4](=[O:42])[CH2:5][C:6]1[CH:11]=[CH:10][CH:9]=[C:8]([O:12][C:13]2[CH:18]=[CH:17][C:16](B3OC(C)(C)C(C)(C)O3)=[CH:15][C:14]=2[CH2:28][N:29]2[C@@H:33]([CH3:34])[C@@H:32]([C:35]3[CH:40]=[CH:39][CH:38]=[CH:37][CH:36]=3)[O:31][C:30]2=[O:41])[CH:7]=1)[CH3:2].Br[C:44]1[CH:49]=[CH:48][CH:47]=[CH:46][N:45]=1.C(=O)([O-])[O-].[K+].[K+]. (6) Given the product [Br:10][C:11]1[N:12]=[C:13]([CH2:17][O:8][C@@H:4]2[CH2:5][CH2:6][CH2:7][C@H:3]2[OH:9])[CH:14]=[CH:15][CH:16]=1, predict the reactants needed to synthesize it. The reactants are: [H-].[Na+].[C@@H:3]1([OH:9])[CH2:7][CH2:6][CH2:5][C@H:4]1[OH:8].[Br:10][C:11]1[CH:16]=[CH:15][CH:14]=[C:13]([CH2:17]Br)[N:12]=1. (7) Given the product [Cl:44][CH2:43][CH2:42][N:18]([CH2:17][CH2:16][Cl:15])[P:19]([N:35]([CH2:39][CH2:40][Cl:41])[CH2:36][CH2:37][Cl:38])(=[O:34])[O:20][CH2:21][CH2:22][S:3][CH2:2][C:1]([OH:5])=[O:4], predict the reactants needed to synthesize it. The reactants are: [C:1]([OH:5])(=[O:4])[CH2:2][SH:3].[OH-].[Na+].C1(C)C=CC=CC=1.[Cl:15][CH2:16][CH2:17][N:18]([CH2:42][CH2:43][Cl:44])[P:19]([N:35]([CH2:39][CH2:40][Cl:41])[CH2:36][CH2:37][Cl:38])(=[O:34])[O:20][CH2:21][CH2:22]OS(C1C=CC(Br)=CC=1)(=O)=O. (8) Given the product [Cl:20][CH2:15][C:12]1[N:11]=[N:10][C:9]([C:6]2[CH:7]=[CH:8][C:3]([O:2][CH3:1])=[CH:4][C:5]=2[C:16]([F:19])([F:18])[F:17])=[CH:14][CH:13]=1, predict the reactants needed to synthesize it. The reactants are: [CH3:1][O:2][C:3]1[CH:8]=[CH:7][C:6]([C:9]2[N:10]=[N:11][C:12]([CH3:15])=[CH:13][CH:14]=2)=[C:5]([C:16]([F:19])([F:18])[F:17])[CH:4]=1.[Cl:20]N1C(=O)N(Cl)C(=O)N(Cl)C1=O.